Dataset: Full USPTO retrosynthesis dataset with 1.9M reactions from patents (1976-2016). Task: Predict the reactants needed to synthesize the given product. (1) Given the product [CH3:1][S:2]([N:5]1[C:9]2=[CH:10][CH:11]=[C:12]3[C:17]([N:16]=[C:15]([C:18]4[CH:19]=[CH:20][C:21]([NH:22][C:32](=[O:33])[O:34][CH2:35][CH3:36])=[CH:23][CH:24]=4)[N:14]=[C:13]3[N:25]3[CH2:30][CH2:29][O:28][CH2:27][CH2:26]3)=[C:8]2[CH:7]=[CH:6]1)(=[O:4])=[O:3], predict the reactants needed to synthesize it. The reactants are: [CH3:1][S:2]([N:5]1[C:9]2=[CH:10][CH:11]=[C:12]3[C:17]([N:16]=[C:15]([C:18]4[CH:24]=[CH:23][C:21]([NH2:22])=[CH:20][CH:19]=4)[N:14]=[C:13]3[N:25]3[CH2:30][CH2:29][O:28][CH2:27][CH2:26]3)=[C:8]2[CH:7]=[CH:6]1)(=[O:4])=[O:3].Cl[C:32]([O:34][CH2:35][CH3:36])=[O:33]. (2) The reactants are: [Cl:1][C:2]1[CH:7]=[C:6]([C:8]2[CH:9]=[C:10]([CH:18]=[CH:19][CH:20]=2)[O:11][CH2:12][CH:13]([OH:17])[CH2:14][NH:15][CH3:16])[N:5]=[C:4]2[N:21]([CH:24]([CH3:26])[CH3:25])[N:22]=[CH:23][C:3]=12.CCN(CC)CC.[CH3:46][C:45]([O:44][C:42](O[C:42]([O:44][C:45]([CH3:48])([CH3:47])[CH3:46])=[O:43])=[O:43])([CH3:48])[CH3:47]. Given the product [Cl:1][C:2]1[CH:7]=[C:6]([C:8]2[CH:9]=[C:10]([CH:18]=[CH:19][CH:20]=2)[O:11][CH2:12][CH:13]([OH:17])[CH2:14][N:15]([CH3:16])[C:42](=[O:43])[O:44][C:45]([CH3:46])([CH3:47])[CH3:48])[N:5]=[C:4]2[N:21]([CH:24]([CH3:26])[CH3:25])[N:22]=[CH:23][C:3]=12, predict the reactants needed to synthesize it. (3) Given the product [Cl:24][C:22]1[CH:21]=[CH:20][C:19]([O:25][CH2:26][C:27]2[CH:32]=[CH:31][CH:30]=[CH:29][CH:28]=2)=[C:18]([C:12]2[N:11]([C:7]3[CH:6]=[C:5]([CH:10]=[CH:9][CH:8]=3)[C:4]([OH:33])=[O:3])[C:15]([CH2:16][CH3:17])=[CH:14][CH:13]=2)[CH:23]=1, predict the reactants needed to synthesize it. The reactants are: C([O:3][C:4](=[O:33])[C:5]1[CH:10]=[CH:9][CH:8]=[C:7]([N:11]2[C:15]([CH2:16][CH3:17])=[CH:14][CH:13]=[C:12]2[C:18]2[CH:23]=[C:22]([Cl:24])[CH:21]=[CH:20][C:19]=2[O:25][CH2:26][C:27]2[CH:32]=[CH:31][CH:30]=[CH:29][CH:28]=2)[CH:6]=1)C.[OH-].[Na+].